This data is from Forward reaction prediction with 1.9M reactions from USPTO patents (1976-2016). The task is: Predict the product of the given reaction. (1) Given the reactants Cl[C:2]1[CH:7]=[N:6][NH:5][C:4](=[O:8])[CH:3]=1.[CH:9]([C:11]1[CH:12]=[C:13](B(O)O)[CH:14]=[CH:15][CH:16]=1)=[O:10].C([O-])([O-])=O.[K+].[K+], predict the reaction product. The product is: [OH:8][C:4]1[N:5]=[N:6][CH:7]=[C:2]([C:15]2[CH:16]=[C:11]([CH:12]=[CH:13][CH:14]=2)[CH:9]=[O:10])[CH:3]=1. (2) Given the reactants [Cl:1][C:2]1[CH:7]=[CH:6][C:5]([CH2:8][CH2:9][NH:10][C:11]([CH:13]2[CH2:18][CH2:17][CH2:16][CH2:15][CH2:14]2)=[O:12])=[CH:4][CH:3]=1.[C:19](Cl)(=[O:23])[C:20](Cl)=[O:21].Cl, predict the reaction product. The product is: [Cl:1][C:2]1[CH:3]=[C:4]2[C:5]([CH2:8][CH2:9][N:10]3[C:20](=[O:21])[C:19](=[O:23])[O:12][C:11]32[CH:13]2[CH2:18][CH2:17][CH2:16][CH2:15][CH2:14]2)=[CH:6][CH:7]=1. (3) The product is: [CH3:20][O:13][C:12](=[O:14])[CH2:11][CH:3]1[CH2:4][C:5]2[C:10](=[CH:9][CH:8]=[CH:7][CH:6]=2)[C:2]1=[O:1]. Given the reactants [O:1]=[C:2]1[C:10]2[C:5](=[CH:6][CH:7]=[CH:8][CH:9]=2)[CH2:4][CH:3]1[CH2:11][C:12]([OH:14])=[O:13].S(=O)(=O)(O)O.[CH3:20]O, predict the reaction product. (4) The product is: [NH2:6][CH:7]1[CH2:12][CH2:11][N:10]([C:13]([O:15][C:16]([CH3:19])([CH3:18])[CH3:17])=[O:14])[CH:9]([C:20]2[CH:21]=[CH:22][CH:23]=[CH:24][CH:25]=2)[CH2:8]1. Given the reactants CC(C)(S([NH:6][CH:7]1[CH2:12][CH2:11][N:10]([C:13]([O:15][C:16]([CH3:19])([CH3:18])[CH3:17])=[O:14])[CH:9]([C:20]2[CH:25]=[CH:24][CH:23]=[CH:22][CH:21]=2)[CH2:8]1)=O)C, predict the reaction product. (5) The product is: [CH2:12]([O:19][C:20]1[CH:27]=[CH:26][C:23]([C:24]#[N:25])=[CH:22][C:21]=1[O:28][CH2:2][CH2:3][NH:4][C:5]([O:6][C:7]([CH3:10])([CH3:9])[CH3:8])=[O:11])[C:13]1[CH:14]=[CH:15][CH:16]=[CH:17][CH:18]=1. Given the reactants Br[CH2:2][CH2:3][NH:4][C:5](=[O:11])[O:6][C:7]([CH3:10])([CH3:9])[CH3:8].[CH2:12]([O:19][C:20]1[CH:27]=[CH:26][C:23]([C:24]#[N:25])=[CH:22][C:21]=1[OH:28])[C:13]1[CH:18]=[CH:17][CH:16]=[CH:15][CH:14]=1.C(=O)([O-])[O-].[K+].[K+], predict the reaction product. (6) Given the reactants [Cl:1][C:2]1[CH:7]=[CH:6][C:5]([C:8]2[CH:13]=[CH:12][C:11]([NH:14][C:15](=[O:26])/[CH:16]=[CH:17]/[C:18]3[CH:23]=[CH:22][C:21]([CH2:24]Cl)=[CH:20][CH:19]=3)=[CH:10][CH:9]=2)=[CH:4][CH:3]=1.[CH3:27][C@H:28]1[CH2:33][C@@H:32]([CH3:34])[CH2:31][NH:30][CH2:29]1, predict the reaction product. The product is: [Cl:1][C:2]1[CH:3]=[CH:4][C:5]([C:8]2[CH:13]=[CH:12][C:11]([NH:14][C:15](=[O:26])/[CH:16]=[CH:17]/[C:18]3[CH:19]=[CH:20][C:21]([CH2:24][N:30]4[CH2:31][C@H:32]([CH3:34])[CH2:33][C@H:28]([CH3:27])[CH2:29]4)=[CH:22][CH:23]=3)=[CH:10][CH:9]=2)=[CH:6][CH:7]=1. (7) Given the reactants [Br:1][C:2]1[C:10]2[C:5](=[CH:6][CH:7]=[CH:8][C:9]=2[N+:11]([O-:13])=[O:12])[N:4]([CH2:14][C:15]([O:17]CC)=O)[N:3]=1.[NH2:20][NH2:21], predict the reaction product. The product is: [Br:1][C:2]1[C:10]2[C:5](=[CH:6][CH:7]=[CH:8][C:9]=2[N+:11]([O-:13])=[O:12])[N:4]([CH2:14][C:15]([NH:20][NH2:21])=[O:17])[N:3]=1. (8) Given the reactants [C:1]([C:4]1[C:5]([CH3:17])=[C:6]2[C:11](=[C:12]([CH3:14])[CH:13]=1)S[CH2:9][CH2:8][CH:7]2[CH2:15][CH3:16])(=[O:3])[CH3:2].OO.[S:20]([O-:23])(O)=[O:21].[Na+], predict the reaction product. The product is: [C:1]([C:4]1[C:5]([CH3:17])=[C:6]2[C:11](=[C:12]([CH3:14])[CH:13]=1)[S:20](=[O:23])(=[O:21])[CH2:9][CH2:8][CH:7]2[CH2:15][CH3:16])(=[O:3])[CH3:2].